From a dataset of Reaction yield outcomes from USPTO patents with 853,638 reactions. Predict the reaction yield, written as a fraction of the theoretical maximum amount of product (1.0 means a 100% yield; for example, 0.34 means a 34% yield). (1) The reactants are C([O-])([O-])=O.[K+].[K+].C([NH:15][C:16]([NH:18][CH2:19][CH:20]1[CH2:25][CH2:24][CH:23]([NH:26][C:27]([CH:29]([CH3:31])[CH3:30])=[O:28])[CH2:22][CH2:21]1)=[S:17])(=O)C1C=CC=CC=1. The catalyst is O.CO. The product is [CH:29]([C:27]([NH:26][CH:23]1[CH2:24][CH2:25][CH:20]([CH2:19][NH:18][C:16]([NH2:15])=[S:17])[CH2:21][CH2:22]1)=[O:28])([CH3:31])[CH3:30]. The yield is 1.00. (2) The reactants are CC1C=[C:5]([N:7]2CCN(CC3C=CC(C(F)(F)F)=CC=3)C2=O)SC=1C(OCC)=O.[CH3:29][C:30]1[N:31]=[C:32]([N:40]2[CH2:44][CH2:43][N:42]([CH2:45][C:46]3C=N[CH:49]=[CH:50][CH:51]=3)[C:41]2=[O:52])[S:33][C:34]=1[C:35]([O:37]CC)=[O:36]. No catalyst specified. The product is [CH3:29][C:30]1[N:31]=[C:32]([N:40]2[CH2:44][CH2:43][N:42]([CH2:45][C:46]3[CH:51]=[CH:50][CH:49]=[CH:5][N:7]=3)[C:41]2=[O:52])[S:33][C:34]=1[C:35]([OH:37])=[O:36]. The yield is 1.00. (3) The reactants are [CH2:1]([OH:19])[CH2:2][CH2:3][CH2:4][CH2:5][CH2:6][CH2:7][CH2:8]/[CH:9]=[CH:10]\[CH2:11]/[CH:12]=[CH:13]\[CH2:14][CH2:15][CH2:16][CH2:17][CH3:18].C(N(CC)CC)C.[CH3:27][S:28](Cl)(=[O:30])=[O:29]. The yield is 0.970. The catalyst is C(Cl)Cl. The product is [S:28]([O:19][CH2:1][CH2:2][CH2:3][CH2:4][CH2:5][CH2:6][CH2:7][CH2:8]/[CH:9]=[CH:10]\[CH2:11]/[CH:12]=[CH:13]\[CH2:14][CH2:15][CH2:16][CH2:17][CH3:18])(=[O:30])(=[O:29])[CH3:27]. (4) The reactants are [NH2:1][C:2]1[C:3]([F:24])=[CH:4][C:5]([Cl:23])=[C:6]([C:8]2[C:9](=[O:22])[N:10]([CH2:20][CH3:21])[C:11]3[C:16]([CH:17]=2)=[CH:15][N:14]=[C:13]([NH:18][CH3:19])[CH:12]=3)[CH:7]=1.C([O-])(O)=O.[Na+].Cl[C:31]([O:33][C:34]([CH3:36])=[CH2:35])=[O:32]. The catalyst is CCOC(C)=O. The product is [Cl:23][C:5]1[C:6]([C:8]2[C:9](=[O:22])[N:10]([CH2:20][CH3:21])[C:11]3[C:16]([CH:17]=2)=[CH:15][N:14]=[C:13]([NH:18][CH3:19])[CH:12]=3)=[CH:7][C:2]([NH:1][C:31](=[O:32])[O:33][C:34]([CH3:36])=[CH2:35])=[C:3]([F:24])[CH:4]=1. The yield is 0.740. (5) The reactants are [NH2:1][C:2]1[S:6][C:5]([NH:7][C:8]2[CH:17]=[CH:16][C:15]3[C:10](=[CH:11][CH:12]=[CH:13][CH:14]=3)[CH:9]=2)=[N:4][C:3]=1[C:18]([NH2:20])=[O:19].C(N(CC)C(C)C)(C)C.Cl[CH2:31][C:32]1[CH:40]=[CH:39][C:35]([C:36](Cl)=[O:37])=[CH:34][CH:33]=1.[CH3:41][N:42]1[CH2:47][CH2:46][NH:45][CH2:44][CH2:43]1. The catalyst is CC(N(C)C)=O.C(OCC)(=O)C. The product is [CH3:41][N:42]1[CH2:47][CH2:46][N:45]([CH2:31][C:32]2[CH:40]=[CH:39][C:35]([C:36]([NH:1][C:2]3[S:6][C:5]([NH:7][C:8]4[CH:17]=[CH:16][C:15]5[C:10](=[CH:11][CH:12]=[CH:13][CH:14]=5)[CH:9]=4)=[N:4][C:3]=3[C:18]([NH2:20])=[O:19])=[O:37])=[CH:34][CH:33]=2)[CH2:44][CH2:43]1. The yield is 0.110.